This data is from CYP2C9 inhibition data for predicting drug metabolism from PubChem BioAssay. The task is: Regression/Classification. Given a drug SMILES string, predict its absorption, distribution, metabolism, or excretion properties. Task type varies by dataset: regression for continuous measurements (e.g., permeability, clearance, half-life) or binary classification for categorical outcomes (e.g., BBB penetration, CYP inhibition). Dataset: cyp2c9_veith. (1) The molecule is C[N+](C)(C)CC(=O)N/N=C\c1ccncc1. The result is 0 (non-inhibitor). (2) The molecule is COc1ccccc1OC[C@H](O)CO. The result is 0 (non-inhibitor). (3) The drug is C/C(=C\C=C/[C@@H](C)C(=O)O)[C@H]1CN[C@H](C(=O)O)[C@@H]1CC(=O)O. The result is 0 (non-inhibitor). (4) The molecule is CC(=O)[N-]S(=O)(=O)c1ccc(N)cc1.O.[Na+]. The result is 0 (non-inhibitor).